The task is: Regression. Given a peptide amino acid sequence and an MHC pseudo amino acid sequence, predict their binding affinity value. This is MHC class I binding data.. This data is from Peptide-MHC class I binding affinity with 185,985 pairs from IEDB/IMGT. (1) The peptide sequence is LQNFCQHLV. The MHC is HLA-A02:19 with pseudo-sequence HLA-A02:19. The binding affinity (normalized) is 0.699. (2) The peptide sequence is LYDANYFVCW. The MHC is HLA-A23:01 with pseudo-sequence HLA-A23:01. The binding affinity (normalized) is 0.704. (3) The peptide sequence is EYVDYMPVM. The MHC is HLA-A26:01 with pseudo-sequence HLA-A26:01. The binding affinity (normalized) is 0.0787. (4) The peptide sequence is AVKDVTITK. The MHC is HLA-A30:01 with pseudo-sequence HLA-A30:01. The binding affinity (normalized) is 0.929. (5) The peptide sequence is DSPATLSAY. The MHC is HLA-A25:01 with pseudo-sequence HLA-A25:01. The binding affinity (normalized) is 0.597.